This data is from Forward reaction prediction with 1.9M reactions from USPTO patents (1976-2016). The task is: Predict the product of the given reaction. (1) The product is: [ClH:41].[F:24][C:15]1[C:14]([CH2:25][NH:26][CH3:27])=[CH:13][N:12]([S:9]([C:5]2[CH:4]=[C:3]([CH:8]=[CH:7][CH:6]=2)[C:1]#[N:2])(=[O:11])=[O:10])[C:16]=1[C:17]1[C:18]([F:23])=[N:19][CH:20]=[CH:21][CH:22]=1. Given the reactants [C:1]([C:3]1[CH:4]=[C:5]([S:9]([N:12]2[C:16]([C:17]3[C:18]([F:23])=[N:19][CH:20]=[CH:21][CH:22]=3)=[C:15]([F:24])[C:14]([CH2:25][N:26](C)[C:27](=O)OC(C)(C)C)=[CH:13]2)(=[O:11])=[O:10])[CH:6]=[CH:7][CH:8]=1)#[N:2].C(OCC)(=O)C.[ClH:41], predict the reaction product. (2) Given the reactants [C:1]1([C:7]2[CH2:11][C:10]3([CH2:16][CH2:15][NH:14][CH2:13][CH2:12]3)[O:9][N:8]=2)[CH:6]=[CH:5][CH:4]=[CH:3][CH:2]=1.C(N(C(C)C)C(C)C)C.O.ON1C2C=CC=CC=2N=N1.F[B-](F)(F)F.N1(OC(N(C)C)=[N+](C)C)C2C=CC=CC=2N=N1.[C:59]([C:63]1[CH:71]=[CH:70][C:66]([C:67](O)=[O:68])=[CH:65][CH:64]=1)([CH3:62])([CH3:61])[CH3:60], predict the reaction product. The product is: [C:59]([C:63]1[CH:64]=[CH:65][C:66]([C:67]([N:14]2[CH2:15][CH2:16][C:10]3([O:9][N:8]=[C:7]([C:1]4[CH:2]=[CH:3][CH:4]=[CH:5][CH:6]=4)[CH2:11]3)[CH2:12][CH2:13]2)=[O:68])=[CH:70][CH:71]=1)([CH3:62])([CH3:60])[CH3:61].